Dataset: Microsomal clearance measurements from AstraZeneca. Task: Regression/Classification. Given a drug SMILES string, predict its absorption, distribution, metabolism, or excretion properties. Task type varies by dataset: regression for continuous measurements (e.g., permeability, clearance, half-life) or binary classification for categorical outcomes (e.g., BBB penetration, CYP inhibition). For this dataset (clearance_microsome_az), we predict log10(clearance) (log10 of the in vitro intrinsic clearance, CLint, in uL/min per mg of human liver microsomal protein, equivalently mL/min/g; values are censored to the assay range of 3 to 150, which is 0.477 to 2.18 on this log10 scale). (1) The log10(clearance) is 2.18. The drug is O=C(CSc1nc2c(c(=O)n1-c1ccccc1)SCC2)Nc1ccc(-c2ccccc2)cn1. (2) The drug is Cc1nn(C2CCOCC2)c(NS(=O)(=O)c2ccc(C3CC3)cc2)c1C(=O)N[C@@H](C)C(C)(C)C. The log10(clearance) is 0.480. (3) The compound is O=c1[nH]c2c(O)ccc([C@@H](O)CNCCc3cccc(CNCc4ccccc4Cl)c3)c2s1. The log10(clearance) is 1.67. (4) The molecule is COc1ccc2nc(C)cc(-n3cc(CNC(C)=O)nn3)c2c1. The log10(clearance) is 0.850. (5) The compound is O=c1[nH]c2cc(Cl)ccc2o1. The log10(clearance) is 1.48. (6) The molecule is CCO/N=C(\c1ccc(Br)cc1)C1CCN(C2(C)CCN(C(=O)c3c(Cl)cncc3Cl)CC2)CC1. The log10(clearance) is 0.600.